From a dataset of Full USPTO retrosynthesis dataset with 1.9M reactions from patents (1976-2016). Predict the reactants needed to synthesize the given product. (1) The reactants are: C([O:3][C:4]([C:6]1[CH:7]=[C:8]([CH:19]=[CH:20][CH:21]=1)[O:9][C:10]1[CH:15]=[CH:14][C:13]([N+:16]([O-:18])=[O:17])=[CH:12][CH:11]=1)=[O:5])C.C1COCC1.O. Given the product [C:4]([C:6]1[CH:7]=[C:8]([CH:19]=[CH:20][CH:21]=1)[O:9][C:10]1[CH:11]=[CH:12][C:13]([N+:16]([O-:18])=[O:17])=[CH:14][CH:15]=1)([OH:5])=[O:3], predict the reactants needed to synthesize it. (2) Given the product [CH:1]1([CH2:4][C:5]2[N:6]=[C:7]([CH3:27])[N:8]([C:35]3[CH:34]=[CH:33][C:32]4[O:28][CH2:29][CH2:30][C:31]=4[CH:36]=3)[C:9](=[O:26])[C:10]=2[CH2:11][C:12]2[CH:17]=[CH:16][C:15]([C:18]3[CH:23]=[CH:22][CH:21]=[CH:20][C:19]=3[C:24]3[NH:40][C:53](=[O:55])[O:56][N:25]=3)=[CH:14][CH:13]=2)[CH2:3][CH2:2]1, predict the reactants needed to synthesize it. The reactants are: [CH:1]1([CH2:4][C:5]2[N:6]=[C:7]([CH3:27])[NH:8][C:9](=[O:26])[C:10]=2[CH2:11][C:12]2[CH:17]=[CH:16][C:15]([C:18]3[C:19]([C:24]#[N:25])=[CH:20][CH:21]=[CH:22][CH:23]=3)=[CH:14][CH:13]=2)[CH2:3][CH2:2]1.[O:28]1[C:32]2[CH:33]=[CH:34][C:35](B(O)O)=[CH:36][C:31]=2[CH2:30][CH2:29]1.[N:40]1C=CC=CC=1.C(N(CC)CC)C.[C:53]([O:56]CC)(=[O:55])C. (3) Given the product [Cl:39][C:35]1[CH:34]=[C:33]([NH:32][C:29]2[N:28]=[C:27]([N:40]3[C:44]([CH3:45])=[CH:43][C:42]([C:46]([F:49])([F:48])[F:47])=[N:41]3)[C:26]([C:58]3[CH:59]=[C:60]([C:64]([O:66][CH2:67][CH3:68])=[O:65])[CH:61]=[N:62][CH:63]=3)=[CH:31][N:30]=2)[CH:38]=[CH:37][CH:36]=1, predict the reactants needed to synthesize it. The reactants are: BrC1C(N2C=CC(C(F)(F)F)=N2)=NC(NC2C=CC=C(Cl)C=2)=NC=1.Br[C:26]1[C:27]([N:40]2[C:44]([CH3:45])=[CH:43][C:42]([C:46]([F:49])([F:48])[F:47])=[N:41]2)=[N:28][C:29]([NH:32][C:33]2[CH:38]=[CH:37][CH:36]=[C:35]([Cl:39])[CH:34]=2)=[N:30][CH:31]=1.CC1(C)C(C)(C)OB([C:58]2[CH:59]=[C:60]([C:64]([O:66][CH2:67][CH3:68])=[O:65])[CH:61]=[N:62][CH:63]=2)O1.C(=O)([O-])[O-].[Na+].[Na+]. (4) Given the product [NH2:11][C:12]1[C:13]([C:23]([NH:25][C:26]2[CH:27]=[N:28][CH:29]=[CH:30][C:31]=2[N:32]2[CH2:37][CH2:36][CH2:35][C@H:34]([NH2:38])[CH2:33]2)=[O:24])=[N:14][C:15]2[C:20]([CH:21]=1)=[CH:19][CH:18]=[CH:17][CH:16]=2, predict the reactants needed to synthesize it. The reactants are: C(OC([NH:11][C:12]1[C:13]([C:23]([NH:25][C:26]2[CH:27]=[N:28][CH:29]=[CH:30][C:31]=2[N:32]2[CH2:37][CH2:36][CH2:35][C@H:34]([NH:38]C(=O)OCC3C=CC=CC=3)[CH2:33]2)=[O:24])=[N:14][C:15]2[C:20]([CH:21]=1)=[CH:19][CH:18]=[C:17](Br)[CH:16]=2)=O)C1C=CC=CC=1. (5) The reactants are: [NH:1]1[C:5]2=[N:6][CH:7]=[CH:8][CH:9]=[C:4]2[C:3]([OH:10])=[N:2]1.[OH-].[Na+].[F:13][C:14]1[CH:21]=[CH:20][CH:19]=[CH:18][C:15]=1[CH2:16]Cl.O. Given the product [F:13][C:14]1[CH:21]=[CH:20][CH:19]=[CH:18][C:15]=1[CH2:16][N:1]1[C:5]2=[N:6][CH:7]=[CH:8][CH:9]=[C:4]2[C:3]([O:10][CH2:16][C:15]2[CH:18]=[CH:19][CH:20]=[CH:21][C:14]=2[F:13])=[N:2]1, predict the reactants needed to synthesize it.